Dataset: Full USPTO retrosynthesis dataset with 1.9M reactions from patents (1976-2016). Task: Predict the reactants needed to synthesize the given product. (1) Given the product [C:1]([O:5][C@@H:6]([C:12]1[C:27]([CH3:28])=[CH:26][C:15]2[N:16]=[C:17]([C:19]3[N:24]=[C:23]([N:40]4[CH2:41][CH2:42][N:37]([CH3:36])[CH2:38][CH2:39]4)[CH:22]=[CH:21][N:20]=3)[S:18][C:14]=2[C:13]=1[C:29]1[CH:30]=[CH:31][C:32]([Cl:35])=[CH:33][CH:34]=1)[C:7]([O:9][CH2:10][CH3:11])=[O:8])([CH3:4])([CH3:2])[CH3:3], predict the reactants needed to synthesize it. The reactants are: [C:1]([O:5][C@@H:6]([C:12]1[C:27]([CH3:28])=[CH:26][C:15]2[N:16]=[C:17]([C:19]3[N:24]=[C:23](Cl)[CH:22]=[CH:21][N:20]=3)[S:18][C:14]=2[C:13]=1[C:29]1[CH:34]=[CH:33][C:32]([Cl:35])=[CH:31][CH:30]=1)[C:7]([O:9][CH2:10][CH3:11])=[O:8])([CH3:4])([CH3:3])[CH3:2].[CH3:36][N:37]1[CH2:42][CH2:41][NH:40][CH2:39][CH2:38]1. (2) Given the product [C@H:12]12[CH2:13][C@H:14]([N:15]([C:17]([O:19][CH2:20][C:21]3[CH:22]=[CH:23][CH:24]=[CH:25][CH:26]=3)=[O:18])[CH2:16]1)[CH2:27][S:39]2, predict the reactants needed to synthesize it. The reactants are: S(O[C@H:12]1[CH2:16][N:15]([C:17]([O:19][CH2:20][C:21]2[CH:26]=[CH:25][CH:24]=[CH:23][CH:22]=2)=[O:18])[C@H:14]([CH2:27]OS(C2C=CC(C)=CC=2)(=O)=O)[CH2:13]1)(C1C=CC(C)=CC=1)(=O)=O.[S-2:39].[Na+].[Na+].CCOC(C)=O. (3) Given the product [C:1]([O:5][C:6](=[O:32])[N:7]([C:15]1[N:23]=[C:22]([NH:34][NH2:35])[N:21]=[C:20]2[C:16]=1[N:17]=[CH:18][N:19]2[CH2:25][C:26]1[CH:31]=[CH:30][CH:29]=[CH:28][CH:27]=1)[C:8]1[CH:13]=[CH:12][C:11]([F:14])=[CH:10][CH:9]=1)([CH3:4])([CH3:3])[CH3:2], predict the reactants needed to synthesize it. The reactants are: [C:1]([O:5][C:6](=[O:32])[N:7]([C:15]1[N:23]=[C:22](Cl)[N:21]=[C:20]2[C:16]=1[N:17]=[CH:18][N:19]2[CH2:25][C:26]1[CH:31]=[CH:30][CH:29]=[CH:28][CH:27]=1)[C:8]1[CH:13]=[CH:12][C:11]([F:14])=[CH:10][CH:9]=1)([CH3:4])([CH3:3])[CH3:2].O.[NH2:34][NH2:35]. (4) The reactants are: [I:1][C:2]1[C:10]2[C:5](=[CH:6][CH:7]=[C:8]([C:11]([OH:13])=O)[CH:9]=2)[NH:4][N:3]=1.[CH:14]1([CH:19]([C:21]2[CH:26]=[CH:25][CH:24]=[CH:23][CH:22]=2)[NH2:20])[CH2:18][CH2:17][CH2:16][CH2:15]1.CN(C(ON1N=NC2C=CC=CC1=2)=[N+](C)C)C.[B-](F)(F)(F)F.CCN(C(C)C)C(C)C. Given the product [CH:14]1([CH:19]([C:21]2[CH:22]=[CH:23][CH:24]=[CH:25][CH:26]=2)[NH:20][C:11]([C:8]2[CH:9]=[C:10]3[C:5](=[CH:6][CH:7]=2)[NH:4][N:3]=[C:2]3[I:1])=[O:13])[CH2:15][CH2:16][CH2:17][CH2:18]1, predict the reactants needed to synthesize it. (5) Given the product [SH:14][C:13]1[N:1]2[N:2]=[C:6]([C:7]([O:9][CH3:10])=[O:8])[CH:5]=[CH:4][C:3]2=[N:26][N:20]=1, predict the reactants needed to synthesize it. The reactants are: [NH:1]([C:3]1C=C[C:6]([C:7]([O:9][CH3:10])=[O:8])=[CH:5][CH:4]=1)[NH2:2].[C:13]([N:20]1C=CN=C1)(N1C=CN=C1)=[S:14].C[N:26](C=O)C.